From a dataset of Catalyst prediction with 721,799 reactions and 888 catalyst types from USPTO. Predict which catalyst facilitates the given reaction. (1) Reactant: [CH3:1][N:2]1[C:6]([C:7](O)=[O:8])=[C:5]([C:10]([F:13])([F:12])[F:11])[C:4]([CH3:14])=[N:3]1.C[N:16](C)C=O.C(Cl)(=O)C(Cl)=O.N. Product: [CH3:1][N:2]1[C:6]([C:7]([NH2:16])=[O:8])=[C:5]([C:10]([F:13])([F:12])[F:11])[C:4]([CH3:14])=[N:3]1. The catalyst class is: 4. (2) Reactant: [CH3:1][C:2]1[CH:3]=[N:4][CH:5]=[CH:6][CH:7]=1.Cl[C:9]([O:11][CH2:12][CH3:13])=[O:10].[CH:14]([Mg]Br)([CH3:16])[CH3:15]. Product: [CH:14]([CH:7]1[CH:6]=[CH:5][N:4]([C:9]([O:11][CH2:12][CH3:13])=[O:10])[CH:3]=[C:2]1[CH3:1])([CH3:16])[CH3:15]. The catalyst class is: 356. (3) Reactant: [CH:1]([N:4](CC)C(C)C)(C)[CH3:2].BrCC#N.[C:14]([O:18][C:19]([NH:21][C@@H:22]([CH2:26][CH2:27][CH2:28][CH2:29][NH:30][C:31](=[O:48])[C@@H:32]([NH:40][C:41]([O:43][C:44]([CH3:47])([CH3:46])[CH3:45])=[O:42])[CH2:33][S:34][S:35][C:36]([CH3:39])([CH3:38])[CH3:37])[C:23]([OH:25])=[O:24])=[O:20])([CH3:17])([CH3:16])[CH3:15]. Product: [C:14]([O:18][C:19]([NH:21][C@@H:22]([CH2:26][CH2:27][CH2:28][CH2:29][NH:30][C:31](=[O:48])[C@@H:32]([NH:40][C:41]([O:43][C:44]([CH3:47])([CH3:46])[CH3:45])=[O:42])[CH2:33][S:34][S:35][C:36]([CH3:38])([CH3:39])[CH3:37])[C:23]([O:25][CH2:2][C:1]#[N:4])=[O:24])=[O:20])([CH3:15])([CH3:16])[CH3:17]. The catalyst class is: 10. (4) Reactant: Br[CH2:2][C:3]1[C:8]([CH3:9])=[CH:7][CH:6]=[CH:5][C:4]=1[N+:10]([O-:12])=[O:11].[Cl:13][C:14]1[N:19]=[C:18]([O:20][CH3:21])[C:17]([N:22]2[CH:26]=[CH:25][C:24]([OH:27])=[N:23]2)=[CH:16][CH:15]=1.C(=O)([O-])[O-].[K+].[K+].C(#N)C. Product: [N+:10]([C:4]1[CH:5]=[CH:6][CH:7]=[C:8]([CH3:9])[C:3]=1[CH2:2][O:27][C:24]1[CH:25]=[CH:26][N:22]([C:17]2[C:18]([O:20][CH3:21])=[N:19][C:14]([Cl:13])=[CH:15][CH:16]=2)[N:23]=1)([O-:12])=[O:11]. The catalyst class is: 6. (5) Reactant: [NH2:1][C:2]1[CH:7]=[CH:6][CH:5]=[CH:4][C:3]=1[NH:8][C:9]1[N:14]=[CH:13][N:12]=[C:11]([N:15]([CH2:31][C:32]2[CH:33]=[N:34][CH:35]=[CH:36][CH:37]=2)[C:16]([NH:18][C:19]2[C:24]([Cl:25])=[C:23]([O:26][CH3:27])[CH:22]=[C:21]([O:28][CH3:29])[C:20]=2[Cl:30])=[O:17])[CH:10]=1.[C:38](Cl)(=[O:41])[CH:39]=[CH2:40].CO. Product: [Cl:25][C:24]1[C:23]([O:26][CH3:27])=[CH:22][C:21]([O:28][CH3:29])=[C:20]([Cl:30])[C:19]=1[NH:18][C:16](=[O:17])[N:15]([C:11]1[N:12]=[CH:13][N:14]=[C:9]([NH:8][C:3]2[CH:4]=[CH:5][CH:6]=[CH:7][C:2]=2[NH:1][C:38](=[O:41])[CH:39]=[CH2:40])[CH:10]=1)[CH2:31][C:32]1[CH:33]=[N:34][CH:35]=[CH:36][CH:37]=1. The catalyst class is: 1.